This data is from Experimentally validated miRNA-target interactions with 360,000+ pairs, plus equal number of negative samples. The task is: Binary Classification. Given a miRNA mature sequence and a target amino acid sequence, predict their likelihood of interaction. (1) The miRNA is hsa-miR-4425 with sequence UGUUGGGAUUCAGCAGGACCAU. The protein sequence of the target gene is MVRAGAVGAHLPASGLDIFGDLKKMNKRQLYYQVLNFAMIVSSALMIWKGLIVLTGSESPIVVVLSGSMEPAFHRGDLLFLTNFREDPIRAGEIVVFKVEGRDIPIVHRVIKVHEKDNGDIKFLTKGDNNEVDDRGLYKEGQNWLEKKDVVGRARGFLPYVGMVTIIMNDYPKFKYALLAVMGAYVLLKRES. Result: 0 (no interaction). (2) The miRNA is hsa-miR-7107-3p with sequence UGGUCUGUUCAUUCUCUCUUUUUGGCC. The protein sequence of the target gene is MAAHLVKRCTCLLREAARQAPAMAPVGRLRLAWVAHKTLTSSATSPISHLPGSLMEPVEKERASTPYIEKQVDHLIKKATRPEELLELLGGSHDLDSNQAAMVLIRLSHLLSEKPEDKGLLIQDAHFHQLLCLLNSQIASVWHGTLSKLLGSLYALGIPKASKELQSVEQEVRWRMRKLKYKHLAFLAESCATLSQEQHSQELLAELLTHLERRWTEIEDSHTLVTVMMKVGHLSEPLMNRLEDKCLELVEHFGPNELRKVLVMLAAQSRRSVPLLRAISYHLVQKPFSLTKDVLLDVAY.... Result: 0 (no interaction). (3) The miRNA is mmu-miR-103-3p with sequence AGCAGCAUUGUACAGGGCUAUGA. The protein sequence of the target gene is MTGSLFKGNFWSTDILSTIGYDSIIQHLNNGRKNCKEFEDFLKERASIEEKYGKDLLNLSRKKPCGQSEINTLKRALEVFKQQVDNVAQCHIQLAQTLREEARKMEEFREKQKLQRKKTETIMDAAHKQRNAQFKKAMDAKKNYEQKCRDKDEAEQAVHRSANVANQRQQEKLFVKLATSKTAVEDSDKAYMLHINMLEKVREDWQSEHIKACEVFEAQECERINFFRNALWLHLNQLSQQCVANDEMYEQVRKSLETCSIEKDIQYFVNQRKTGQTPPAPIMYENFYSPQRNAAPPGKT.... Result: 0 (no interaction). (4) The miRNA is hsa-miR-3194-5p with sequence GGCCAGCCACCAGGAGGGCUG. The protein sequence of the target gene is MLMAWCRGPVLLCLRQGLGTNSFLHGLGQEPFEGARSLCCRSSPRDLRDGEREHEAAQRKAPGAESCPSLPLSISDIGTGCLSSLENLRLPTLREESSPRELEDSSGDQGRCGPTHQGSEDPSMLSQAQSATEVEERHVSPSCSTSRERPFQAGELILAETGEGETKFKKLFRLNNFGLLNSNWGAVPFGKIVGKFPGQILRSSFGKQYMLRRPALEDYVVLMKRGTAITFPKDINMILSMMDINPGDTVLEAGSGSGGMSLFLSKAVGSQGRVISFEVRKDHHDLAKKNYKHWRDSWKL.... Result: 0 (no interaction). (5) The miRNA is hsa-miR-155-5p with sequence UUAAUGCUAAUCGUGAUAGGGGUU. The protein sequence of the target gene is MTKMDIRGAVDAAVPTNIIAAKAAEVRANKVNWQSYLQGQMISAEDCEFIQRFEMKRSPEEKQEMLQTEGSQCAKTFINLMTHICKEQTVQYILTMVDDMLQENHQRVSIFFDYARCSKNTAWPYFLPMLNRQDPFTVHMAARIIAKLAAWGKELMEGSDLNYYFNWIKTQLSSQKLRGSGVAVETGTVSSSDSSQYVQCVAGCLQLMLRVNEYRFAWVEADGVNCIMGVLSNKCGFQLQYQMIFSIWLLAFSPQMCEHLRRYNIIPVLSDILQESVKEKVTRIILAAFRNFLEKSTERE.... Result: 1 (interaction). (6) The miRNA is hsa-miR-4778-5p with sequence AAUUCUGUAAAGGAAGAAGAGG. The protein sequence of the target gene is MGKSNSKLKPEVVEELTRKTYFTEKEVQQWYKGFIKDCPSGQLDAAGFQKIYKQFFPFGDPTKFATFVFNVFDENKDGRIEFSEFIQALSVTSRGTLDEKLRWAFKLYDLDNDGYITRNEMLDIVDAIYQMVGNTVELPEEENTPEKRVDRIFAMMDKNADGKLTLQEFQEGSKADPSIVQALSLYDGLV. Result: 0 (no interaction). (7) The miRNA is mmu-miR-148b-3p with sequence UCAGUGCAUCACAGAACUUUGU. The protein sequence of the target gene is MGDSGSRRSTLVSRLPIFRRSINRRHDSLPSSPSSSNTVGVHSSSPSSTNSSSGSTGKRRSIFRTPSISFHHKKGSEPKQEPTNQNLSISNGAQPGHSNMQKLSLEEHIKTRGRHSVGFSSSRNKKITRSLTEDFEREKEHSTNKNVFINCLSSGKSEGDDSGFTEDQTRRSVKQSTRKLLPKSFSSHYKFSKPVLQSQSISLVQQSEFSLEVTQYQEREPVLVRASPSCSVDVTERAGSSLQSPLLSADLTTAQTPSEFLALTEDSVSEMDAFSKSGSMASHCDNFGHNDSTSQMSLNS.... Result: 0 (no interaction).